The task is: Predict which catalyst facilitates the given reaction.. This data is from Catalyst prediction with 721,799 reactions and 888 catalyst types from USPTO. (1) Reactant: [N:1]1[C:8](Cl)=[N:7][C:5]([Cl:6])=[N:4][C:2]=1Cl.C([N:13](C(C)C)CC)(C)C.[CH3:19][NH:20][CH2:21][C:22]1[CH:27]=[CH:26][CH:25]=[CH:24][CH:23]=1.N. Product: [CH2:21]([N:20]([CH3:19])[C:8]1[N:1]=[C:2]([NH2:13])[N:4]=[C:5]([Cl:6])[N:7]=1)[C:22]1[CH:27]=[CH:26][CH:25]=[CH:24][CH:23]=1. The catalyst class is: 674. (2) Reactant: Cl[C:2]1[N:7]=[C:6]([C:8]([F:11])([F:10])[F:9])[CH:5]=[CH:4][N:3]=1.C(=O)([O-])[O-].[K+].[K+].[NH:18]1[CH2:23][CH2:22][NH:21][CH2:20][CH2:19]1. Product: [N:18]1([C:2]2[N:7]=[C:6]([C:8]([F:11])([F:10])[F:9])[CH:5]=[CH:4][N:3]=2)[CH2:23][CH2:22][NH:21][CH2:20][CH2:19]1. The catalyst class is: 3.